From a dataset of Forward reaction prediction with 1.9M reactions from USPTO patents (1976-2016). Predict the product of the given reaction. (1) Given the reactants [H-].[Na+].ClC1C2N=C(CC(F)(F)F)[N:9](Cl)C=2C=CC=1.[Cl:19][C:20]1[CH:21]=[C:22]2[C:26](=[CH:27][C:28]=1[Cl:29])[NH:25][C:24]([CH2:30][C:31]([F:34])([F:33])[F:32])=C2.[CH2:35]([O:42][C:43]1[CH:50]=[CH:49][C:46]([CH2:47]Cl)=[CH:45][CH:44]=1)[C:36]1[CH:41]=[CH:40][CH:39]=[CH:38][CH:37]=1.[I-].[K+].[NH4+].[Cl-], predict the reaction product. The product is: [CH2:35]([O:42][C:43]1[CH:50]=[CH:49][C:46]([CH2:47][N:9]2[C:22]3[CH:21]=[C:20]([Cl:19])[C:28]([Cl:29])=[CH:27][C:26]=3[N:25]=[C:24]2[CH2:30][C:31]([F:32])([F:33])[F:34])=[CH:45][CH:44]=1)[C:36]1[CH:41]=[CH:40][CH:39]=[CH:38][CH:37]=1. (2) The product is: [Br:20][C:18]1[CH:17]=[CH:16][C:15]2[C:11]3[CH:10]=[CH:9][C:8]([Br:7])=[CH:23][C:12]=3[S:13][C:14]=2[CH:19]=1. Given the reactants [H-].[Al+3].[Li+].[H-].[H-].[H-].[Br:7][C:8]1[CH:9]=[CH:10][C:11]2[C:15]3[CH:16]=[CH:17][C:18]([Br:20])=[CH:19][C:14]=3[S:13](=O)(=O)[C:12]=2[CH:23]=1.CCOCC.Cl, predict the reaction product. (3) Given the reactants [Si:1]([O:8][CH2:9][C:10]1[N:11]([C:15]2[CH:19]=[CH:18][N:17]([S:20]([C:23]3[CH:29]=[CH:28][C:26]([CH3:27])=[CH:25][CH:24]=3)(=[O:22])=[O:21])[C:16]=2[CH:30]([C:32]2[CH:37]=[CH:36][C:35]([C:38]([F:41])([F:40])[F:39])=[CH:34][C:33]=2[O:42][CH3:43])[OH:31])[CH:12]=[CH:13][CH:14]=1)([C:4]([CH3:7])([CH3:6])[CH3:5])([CH3:3])[CH3:2], predict the reaction product. The product is: [Si:1]([O:8][CH2:9][C:10]1[N:11]([C:15]2[CH:19]=[CH:18][N:17]([S:20]([C:23]3[CH:29]=[CH:28][C:26]([CH3:27])=[CH:25][CH:24]=3)(=[O:22])=[O:21])[C:16]=2[C:30]([C:32]2[CH:37]=[CH:36][C:35]([C:38]([F:39])([F:40])[F:41])=[CH:34][C:33]=2[O:42][CH3:43])=[O:31])[CH:12]=[CH:13][CH:14]=1)([C:4]([CH3:6])([CH3:7])[CH3:5])([CH3:2])[CH3:3]. (4) Given the reactants CN(CCN(C)C)C.[Li]C(CC)C.[F:14][C:15]1[CH:23]=[CH:22][C:18]([C:19]([OH:21])=[O:20])=[C:17]([CH3:24])[CH:16]=1.CI.C1C[O:30][CH2:29]C1, predict the reaction product. The product is: [F:14][C:15]1[CH:16]=[C:17]([CH3:24])[C:18]([C:19]([OH:21])=[O:20])=[C:22]([O:30][CH3:29])[CH:23]=1. (5) Given the reactants [O:1]1[CH2:6][CH2:5][N:4]([C:7]2[S:8][N:9]=[C:10]3[CH:15]=[C:14](Br)[CH:13]=[N:12][C:11]=23)[CH2:3][CH2:2]1.[CH3:17][O:18][C:19]([C:21]1[CH:26]=[CH:25][C:24](B(O)O)=[CH:23][C:22]=1[O:30][CH3:31])=[O:20].C([O-])([O-])=O.[K+].[K+], predict the reaction product. The product is: [CH3:31][O:30][C:22]1[CH:23]=[C:24]([C:14]2[CH:13]=[N:12][C:11]3=[C:7]([N:4]4[CH2:5][CH2:6][O:1][CH2:2][CH2:3]4)[S:8][N:9]=[C:10]3[CH:15]=2)[CH:25]=[CH:26][C:21]=1[C:19]([O:18][CH3:17])=[O:20]. (6) Given the reactants C([O:3][C:4]([C:6]1[C:7](=[O:23])[N:8]([C:16]2[CH:21]=[CH:20][C:19]([F:22])=[CH:18][CH:17]=2)[C:9](=[O:15])[N:10]([CH:12]([CH3:14])[CH3:13])[CH:11]=1)=[O:5])C.Cl.O1CCOCC1, predict the reaction product. The product is: [F:22][C:19]1[CH:20]=[CH:21][C:16]([N:8]2[C:7](=[O:23])[C:6]([C:4]([OH:5])=[O:3])=[CH:11][N:10]([CH:12]([CH3:13])[CH3:14])[C:9]2=[O:15])=[CH:17][CH:18]=1. (7) Given the reactants [C:1]([O:5][C:6]([NH:8][CH:9]1[CH2:14][CH2:13][N:12]([C:15]([N:17]2[CH2:22][CH:21]([C:23]3[CH:28]=[CH:27][C:26]([O:29][C:30]([F:33])([F:32])[F:31])=[CH:25][CH:24]=3)[CH2:20][CH:19]([C:34](O)=[O:35])[CH2:18]2)=[O:16])[CH2:11][CH2:10]1)=[O:7])([CH3:4])([CH3:3])[CH3:2].O[N:38]=[C:39]([NH2:44])[CH2:40][CH2:41][O:42][CH3:43], predict the reaction product. The product is: [C:1]([O:5][C:6](=[O:7])[NH:8][CH:9]1[CH2:10][CH2:11][N:12]([C:15]([N:17]2[CH2:22][CH:21]([C:23]3[CH:28]=[CH:27][C:26]([O:29][C:30]([F:33])([F:31])[F:32])=[CH:25][CH:24]=3)[CH2:20][CH:19]([C:34]3[O:35][N:44]=[C:39]([CH2:40][CH2:41][O:42][CH3:43])[N:38]=3)[CH2:18]2)=[O:16])[CH2:13][CH2:14]1)([CH3:4])([CH3:3])[CH3:2]. (8) Given the reactants [C:1]([O:5][C:6]([N:8]1[CH2:12][C@@H:11]([CH2:13][N:14]([CH:31]([CH3:33])[CH3:32])[C:15](=[O:30])[C:16]2[CH:21]=[CH:20][C:19]([O:22][CH3:23])=[C:18]([O:24][CH2:25][CH2:26][CH2:27][O:28][CH3:29])[CH:17]=2)[C@H:10]([CH2:34][OH:35])[CH2:9]1)=[O:7])([CH3:4])([CH3:3])[CH3:2].C(Cl)Cl.CO.CC#N.O.CC#N, predict the reaction product. The product is: [C:1]([O:5][C:6]([N:8]1[CH2:12][C@@H:11]([CH2:13][N:14]([CH:31]([CH3:32])[CH3:33])[C:15](=[O:30])[C:16]2[CH:21]=[CH:20][C:19]([O:22][CH3:23])=[C:18]([O:24][CH2:25][CH2:26][CH2:27][O:28][CH3:29])[CH:17]=2)[C@H:10]([CH:34]=[O:35])[CH2:9]1)=[O:7])([CH3:4])([CH3:3])[CH3:2]. (9) Given the reactants [C:1]([C:3]1[CH:4]=[N:5][N:6]([CH2:8][C:9]2[CH:14]=[CH:13][C:12]([O:15][CH3:16])=[CH:11][CH:10]=2)[CH:7]=1)#[CH:2].I[C:18]1[C:26]2[C:21](=[N:22][CH:23]=[C:24]([C:40]3[CH:45]=[CH:44][CH:43]=[CH:42][CH:41]=3)[C:25]=2[N:27]2[CH2:32][CH2:31][N:30]([C:33]([O:35][C:36]([CH3:39])([CH3:38])[CH3:37])=[O:34])[CH2:29][CH2:28]2)[N:20]([CH2:46][C:47]2[CH:52]=[CH:51][C:50]([O:53][CH3:54])=[CH:49][CH:48]=2)[N:19]=1.O.C(OCC)(=O)C, predict the reaction product. The product is: [CH3:54][O:53][C:50]1[CH:51]=[CH:52][C:47]([CH2:46][N:20]2[C:21]3=[N:22][CH:23]=[C:24]([C:40]4[CH:41]=[CH:42][CH:43]=[CH:44][CH:45]=4)[C:25]([N:27]4[CH2:32][CH2:31][N:30]([C:33]([O:35][C:36]([CH3:37])([CH3:39])[CH3:38])=[O:34])[CH2:29][CH2:28]4)=[C:26]3[C:18]([C:2]#[C:1][C:3]3[CH:4]=[N:5][N:6]([CH2:8][C:9]4[CH:14]=[CH:13][C:12]([O:15][CH3:16])=[CH:11][CH:10]=4)[CH:7]=3)=[N:19]2)=[CH:48][CH:49]=1.